From a dataset of Peptide-MHC class I binding affinity with 185,985 pairs from IEDB/IMGT. Regression. Given a peptide amino acid sequence and an MHC pseudo amino acid sequence, predict their binding affinity value. This is MHC class I binding data. (1) The peptide sequence is QAKWRLQTL. The MHC is HLA-B35:01 with pseudo-sequence HLA-B35:01. The binding affinity (normalized) is 0. (2) The peptide sequence is NIRLTDTEY. The MHC is HLA-A03:01 with pseudo-sequence HLA-A03:01. The binding affinity (normalized) is 0. (3) The MHC is HLA-A29:02 with pseudo-sequence HLA-A29:02. The peptide sequence is MLHHYGIHY. The binding affinity (normalized) is 0.936. (4) The MHC is HLA-B44:03 with pseudo-sequence HLA-B44:03. The peptide sequence is SLLERGQQLGV. The binding affinity (normalized) is 0.0847. (5) The peptide sequence is MTTEDMLAV. The MHC is HLA-A68:02 with pseudo-sequence HLA-A68:02. The binding affinity (normalized) is 0.779. (6) The peptide sequence is SPKIDRGWV. The MHC is HLA-A25:01 with pseudo-sequence HLA-A25:01. The binding affinity (normalized) is 0.0847.